From a dataset of Reaction yield outcomes from USPTO patents with 853,638 reactions. Predict the reaction yield, written as a fraction of the theoretical maximum amount of product (1.0 means a 100% yield; for example, 0.34 means a 34% yield). (1) The reactants are CS([O:5][CH:6]1CN(C(C2OC(C3C=CC=CC=3)=NN=2)=O)C1)(=O)=O.C[C:24]1[CH:31]=[C:30]([O:32][CH:33]2[CH2:36][N:35]([C:37]([C:39]3[O:40][C:41]([C:44]4[CH:49]=[CH:48][CH:47]=[CH:46][CH:45]=4)=[N:42][N:43]=3)=[O:38])[CH2:34]2)[CH:29]=[CH:28][C:25]=1[CH:26]=[O:27].COC1C=CC(C2OC(C(OCC)=O)=NN=2)=CC=1. No catalyst specified. The product is [CH3:6][O:5][C:47]1[CH:48]=[CH:49][C:44]([C:41]2[O:40][C:39]([C:37]([N:35]3[CH2:34][CH:33]([O:32][C:30]4[CH:29]=[CH:28][C:25]([CH:26]=[O:27])=[CH:24][CH:31]=4)[CH2:36]3)=[O:38])=[N:43][N:42]=2)=[CH:45][CH:46]=1. The yield is 0.320. (2) The reactants are [F:1][C:2]1[CH:25]=[C:24]([N+:26]([O-:28])=[O:27])[CH:23]=[CH:22][C:3]=1[O:4][C:5]1[CH:10]=[CH:9][N:8]=[C:7]2[CH:11]=[C:12]([C:14]3[CH:21]=[CH:20][C:17]([CH:18]=O)=[CH:16][CH:15]=3)[S:13][C:6]=12.COC[CH2:32][O:33][CH2:34][CH2:35][O:36][CH2:37][CH2:38][O:39][CH2:40][CH2:41][NH2:42].C(O)(=O)C.C(O[BH-](OC(=O)C)OC(=O)C)(=O)C.[Na+]. The catalyst is ClCCl. The product is [F:1][C:2]1[CH:25]=[C:24]([N+:26]([O-:28])=[O:27])[CH:23]=[CH:22][C:3]=1[O:4][C:5]1[CH:10]=[CH:9][N:8]=[C:7]2[CH:11]=[C:12]([C:14]3[CH:15]=[CH:16][C:17]([CH2:18][NH:42][CH2:41][CH2:40][O:39][CH2:38][CH2:37][O:36][CH2:35][CH2:34][O:33][CH3:32])=[CH:20][CH:21]=3)[S:13][C:6]=12. The yield is 0.580. (3) The reactants are Cl[C:2]1[CH:11]=[CH:10][C:9]2[C:4](=[C:5]([C:12]3[CH:17]=[CH:16][C:15]([C:18]4[CH:19]=[N:20][N:21]([CH3:23])[CH:22]=4)=[CH:14][CH:13]=3)[CH:6]=[N:7][CH:8]=2)[N:3]=1.[NH:24]1[CH2:28][CH2:27][CH2:26][C:25]1=[O:29].P([O-])([O-])([O-])=O.[K+].[K+].[K+].CC1(C)C2C(=C(P(C3C=CC=CC=3)C3C=CC=CC=3)C=CC=2)OC2C(P(C3C=CC=CC=3)C3C=CC=CC=3)=CC=CC1=2. The catalyst is C1(C)C=CC=CC=1.C1C=CC(/C=C/C(/C=C/C2C=CC=CC=2)=O)=CC=1.C1C=CC(/C=C/C(/C=C/C2C=CC=CC=2)=O)=CC=1.C1C=CC(/C=C/C(/C=C/C2C=CC=CC=2)=O)=CC=1.[Pd].[Pd]. The product is [CH3:23][N:21]1[CH:22]=[C:18]([C:15]2[CH:16]=[CH:17][C:12]([C:5]3[CH:6]=[N:7][CH:8]=[C:9]4[C:4]=3[N:3]=[C:2]([N:24]3[CH2:28][CH2:27][CH2:26][C:25]3=[O:29])[CH:11]=[CH:10]4)=[CH:13][CH:14]=2)[CH:19]=[N:20]1. The yield is 0.810. (4) The reactants are [C:1]([O:5][C:6](=[O:88])[CH2:7][N:8]1[CH:12]=[CH:11][N:10]=[C:9]1[CH2:13][N:14]([CH2:74][C:75]1[N:76]([CH2:80][C:81](=[O:87])[O:82][C:83]([CH3:86])([CH3:85])[CH3:84])[CH:77]=[CH:78][N:79]=1)[CH2:15][CH2:16][CH2:17][CH2:18][C@@H:19]([C:38](=[O:73])[NH:39][CH2:40][CH2:41][CH2:42][CH2:43][C@@H:44]([C:66]([O:68][C:69]([CH3:72])([CH3:71])[CH3:70])=[O:67])[NH:45][C:46](=[O:65])[NH:47][C@H:48]([C:58]([O:60][C:61]([CH3:64])([CH3:63])[CH3:62])=[O:59])[CH2:49][CH2:50][C:51]([O:53][C:54]([CH3:57])([CH3:56])[CH3:55])=[O:52])[NH:20]C(=O)OCC1C2C=CC=CC=2C2C1=CC=CC=2)([CH3:4])([CH3:3])[CH3:2].N1CCCCC1. The catalyst is CN(C=O)C. The product is [NH2:20][C@H:19]([C:38](=[O:73])[NH:39][CH2:40][CH2:41][CH2:42][CH2:43][C@@H:44]([C:66]([O:68][C:69]([CH3:72])([CH3:71])[CH3:70])=[O:67])[NH:45][C:46](=[O:65])[NH:47][C@H:48]([C:58]([O:60][C:61]([CH3:64])([CH3:63])[CH3:62])=[O:59])[CH2:49][CH2:50][C:51]([O:53][C:54]([CH3:55])([CH3:56])[CH3:57])=[O:52])[CH2:18][CH2:17][CH2:16][CH2:15][N:14]([CH2:13][C:9]1[N:8]([CH2:7][C:6]([O:5][C:1]([CH3:2])([CH3:3])[CH3:4])=[O:88])[CH:12]=[CH:11][N:10]=1)[CH2:74][C:75]1[N:76]([CH2:80][C:81]([O:82][C:83]([CH3:86])([CH3:85])[CH3:84])=[O:87])[CH:77]=[CH:78][N:79]=1. The yield is 0.860. (5) The reactants are I[C:2]1[CH:7]=[C:6]([CH3:8])[C:5]([C:9](=[O:11])[CH3:10])=[C:4]([CH3:12])[CH:3]=1.[CH3:13][C:14]1[CH:19]=[CH:18][C:17]([SH:20])=[CH:16][CH:15]=1.[OH-].[K+]. The catalyst is CN(C=O)C.O.[Cu-]=O. The product is [CH3:8][C:6]1[CH:7]=[C:2]([S:20][C:17]2[CH:18]=[CH:19][C:14]([CH3:13])=[CH:15][CH:16]=2)[CH:3]=[C:4]([CH3:12])[C:5]=1[C:9](=[O:11])[CH3:10]. The yield is 0.790.